Dataset: Full USPTO retrosynthesis dataset with 1.9M reactions from patents (1976-2016). Task: Predict the reactants needed to synthesize the given product. (1) The reactants are: C(OC(=O)[NH:10][C:11]12[CH2:20][CH:15]3[CH2:16][CH:17]([CH2:19][CH:13]([CH:14]3[SH:21])[CH2:12]1)[CH2:18]2)C1C=CC=CC=1.Br. Given the product [NH2:10][C:11]12[CH2:20][CH:15]3[CH2:16][CH:17]([CH2:19][CH:13]([CH:14]3[SH:21])[CH2:12]1)[CH2:18]2, predict the reactants needed to synthesize it. (2) Given the product [CH:1]1([NH:4][CH2:5][C@@H:7]2[C@@H:11]([OH:12])[CH2:10][N:9]([C:13]([O:15][CH2:16][C:17]3[CH:18]=[CH:19][CH:20]=[CH:21][CH:22]=3)=[O:14])[CH2:8]2)[CH2:3][CH2:2]1, predict the reactants needed to synthesize it. The reactants are: [CH:1]1([NH:4][C:5]([C@@H:7]2[C@@H:11]([OH:12])[CH2:10][N:9]([C:13]([O:15][CH2:16][C:17]3[CH:22]=[CH:21][CH:20]=[CH:19][CH:18]=3)=[O:14])[CH2:8]2)=O)[CH2:3][CH2:2]1.O.C(N(CC)CC)C. (3) Given the product [CH2:9]([O:8][C:6]1[CH:7]=[C:2]([N:21]2[CH2:22][C@H:23]([CH3:25])[CH2:24][C@H:19]([CH3:18])[CH2:20]2)[N:3]=[CH:4][N:5]=1)[C:10]#[C:11][CH3:12], predict the reactants needed to synthesize it. The reactants are: Cl[C:2]1[CH:7]=[C:6]([O:8][CH2:9][C:10]#[C:11][CH3:12])[N:5]=[CH:4][N:3]=1.C(=O)([O-])[O-].Cl.[CH3:18][C@H:19]1[CH2:24][C@@H:23]([CH3:25])[CH2:22][NH:21][CH2:20]1.[Cl-].[NH4+].